Dataset: Reaction yield outcomes from USPTO patents with 853,638 reactions. Task: Predict the reaction yield, written as a fraction of the theoretical maximum amount of product (1.0 means a 100% yield; for example, 0.34 means a 34% yield). (1) The reactants are O=[C:2]1[CH:9]2[CH2:10][C:5]3([C:12]([OH:14])=[O:13])[CH2:6][CH:7]([CH2:11][CH:3]1[CH2:4]3)[CH2:8]2.O.[NH3:16]. The catalyst is CO.[Pd]. The product is [NH2:16][CH:2]1[CH:9]2[CH2:10][C:5]3([C:12]([OH:14])=[O:13])[CH2:6][CH:7]([CH2:11][CH:3]1[CH2:4]3)[CH2:8]2. The yield is 0.810. (2) The reactants are [NH2:1][C:2]1[CH:10]=[C:9]([N:11]2[CH2:16][CH2:15][O:14][CH2:13][CH2:12]2)[CH:8]=[CH:7][C:3]=1[C:4]([OH:6])=O.C(O)(=O)C.[CH:21](N)=[NH:22]. The product is [N:11]1([C:9]2[CH:10]=[C:2]3[C:3]([C:4](=[O:6])[NH:22][CH:21]=[N:1]3)=[CH:7][CH:8]=2)[CH2:16][CH2:15][O:14][CH2:13][CH2:12]1. The yield is 0.500. The catalyst is C(O)C. (3) The reactants are Cl[C:2]1[N:11]=[C:10]([NH:12][CH2:13][CH:14]([C:21]2[CH:26]=[CH:25][CH:24]=[CH:23][CH:22]=2)[C:15]2[CH:20]=[CH:19][CH:18]=[CH:17][CH:16]=2)[C:9]2[C:4](=[CH:5][CH:6]=[CH:7][CH:8]=2)[N:3]=1.CC1(C)C(C)(C)OB([C:35]2[CH:36]=[N:37][C:38]([NH2:41])=[N:39][CH:40]=2)O1.C(NC1C2C(=CC=CC=2)N=C(C2SC3C=CC=CC=3C=2)N=1)(C1C=CC=CC=1)C1C=CC=CC=1. The catalyst is C1CCCCC1.CCOC(C)=O. The product is [NH2:41][C:38]1[N:39]=[CH:40][C:35]([C:2]2[N:11]=[C:10]([NH:12][CH2:13][CH:14]([C:21]3[CH:26]=[CH:25][CH:24]=[CH:23][CH:22]=3)[C:15]3[CH:20]=[CH:19][CH:18]=[CH:17][CH:16]=3)[C:9]3[C:4](=[CH:5][CH:6]=[CH:7][CH:8]=3)[N:3]=2)=[CH:36][N:37]=1. The yield is 0.500.